This data is from Retrosynthesis with 50K atom-mapped reactions and 10 reaction types from USPTO. The task is: Predict the reactants needed to synthesize the given product. (1) Given the product Cc1ccc(N(C(=O)c2ccco2)C2CCN(CCC3(CC(=O)NCC(=O)O)CCCCC3)CC2)nc1, predict the reactants needed to synthesize it. The reactants are: CCOC(=O)CNC(=O)CC1(CCN2CCC(N(C(=O)c3ccco3)c3ccc(C)cn3)CC2)CCCCC1. (2) Given the product CCO/N=C(/C(=O)O)c1ccc(OCCOc2ccc3ccccc3c2)s1, predict the reactants needed to synthesize it. The reactants are: CCO/N=C(/C(=O)OCC)c1ccc(OCCOc2ccc3ccccc3c2)s1. (3) Given the product CC(=O)Sc1c(C)cccc1C(=O)N(CC(=O)OC(C)(C)C)C1CCCC1, predict the reactants needed to synthesize it. The reactants are: CC(=O)Sc1c(C)cccc1C(=O)O.CC(C)(C)OC(=O)CNC1CCCC1. (4) The reactants are: CN(C)C(=O)Sc1nc(-c2ccccc2)c[nH]1.O=[N+]([O-])c1ccc(Cl)nc1. Given the product CN(C)C(=O)Sc1nc(-c2ccccc2)cn1-c1ccc([N+](=O)[O-])cn1, predict the reactants needed to synthesize it. (5) The reactants are: COc1ccc2c(c1OC)CCNC2.O=C(O)c1nc(-c2ccc(F)cc2)nc2ccccc12. Given the product COc1ccc2c(c1OC)CCN(C(=O)c1nc(-c3ccc(F)cc3)nc3ccccc13)C2, predict the reactants needed to synthesize it. (6) Given the product CC(C)C[C@H](NC(=O)[C@@H]1CCC(=O)O1)C(=O)O, predict the reactants needed to synthesize it. The reactants are: CC(C)C[C@H](NC(=O)[C@@H]1CCC(=O)O1)C(=O)OC(C)(C)C. (7) Given the product COC(=O)c1sc(-n2cnc3cnccc32)cc1OCc1ccccc1OC(F)F, predict the reactants needed to synthesize it. The reactants are: COC(=O)c1sc(-n2cnc3cnccc32)cc1O.FC(F)Oc1ccccc1CBr. (8) Given the product C[C@H](NC(=O)C(O)C1CCCC1)C(=O)C1(N)N=C(c2ccccc2)c2ccccc2N(C)C1=O, predict the reactants needed to synthesize it. The reactants are: C[C@H](N)C(=O)C1(N)N=C(c2ccccc2)c2ccccc2N(C)C1=O.O=C(O)C(O)C1CCCC1.